This data is from Peptide-MHC class I binding affinity with 185,985 pairs from IEDB/IMGT. The task is: Regression. Given a peptide amino acid sequence and an MHC pseudo amino acid sequence, predict their binding affinity value. This is MHC class I binding data. (1) The peptide sequence is YRRKLTNPA. The MHC is HLA-A69:01 with pseudo-sequence HLA-A69:01. The binding affinity (normalized) is 0.0847. (2) The peptide sequence is SPPITWPLL. The MHC is HLA-B07:02 with pseudo-sequence HLA-B07:02. The binding affinity (normalized) is 0.241. (3) The peptide sequence is FLYALALLL. The MHC is HLA-C07:01 with pseudo-sequence HLA-C07:01. The binding affinity (normalized) is 0.0847. (4) The peptide sequence is GTNFGTIIL. The MHC is HLA-A02:03 with pseudo-sequence HLA-A02:03. The binding affinity (normalized) is 0.197. (5) The peptide sequence is TVMNNLSEL. The MHC is HLA-A02:01 with pseudo-sequence HLA-A02:01. The binding affinity (normalized) is 0.420. (6) The peptide sequence is YFPREGVFVF. The MHC is HLA-A01:01 with pseudo-sequence HLA-A01:01. The binding affinity (normalized) is 0. (7) The binding affinity (normalized) is 0.385. The peptide sequence is YMFYKIFFVW. The MHC is Mamu-B01 with pseudo-sequence Mamu-B01.